From a dataset of Full USPTO retrosynthesis dataset with 1.9M reactions from patents (1976-2016). Predict the reactants needed to synthesize the given product. (1) Given the product [ClH:1].[O:32]1[C:36]2[CH:37]=[C:38]([CH2:41][NH:3][CH:4]3[CH2:5][CH2:6][N:7]([CH2:10][C@H:11]4[N:21]5[C:22]6[N:13]([C:14](=[O:24])[CH:15]=[CH:16][C:17]=6[CH:18]=[CH:19][C:20]5=[O:23])[CH2:12]4)[CH2:8][CH2:9]3)[CH:39]=[CH:40][C:35]=2[CH2:34][CH2:33]1, predict the reactants needed to synthesize it. The reactants are: [ClH:1].Cl.[NH2:3][CH:4]1[CH2:9][CH2:8][N:7]([CH2:10][C@H:11]2[N:21]3[C:22]4[N:13]([C:14](=[O:24])[CH:15]=[CH:16][C:17]=4[CH:18]=[CH:19][C:20]3=[O:23])[CH2:12]2)[CH2:6][CH2:5]1.C(N(CC)CC)C.[O:32]1[C:36]2[CH:37]=[C:38]([CH:41]=O)[CH:39]=[CH:40][C:35]=2[CH2:34][CH2:33]1. (2) Given the product [CH3:23][N:22]([CH3:24])[CH:19]1[CH2:20][CH2:21][N:17]([C:14]2[CH:13]=[CH:12][C:11]([NH:10][C:8](=[O:9])[C:7]3[CH:6]=[CH:5][C:4]([C:3]([OH:27])=[O:2])=[CH:26][CH:25]=3)=[CH:16][CH:15]=2)[CH2:18]1, predict the reactants needed to synthesize it. The reactants are: C[O:2][C:3](=[O:27])[C:4]1[CH:26]=[CH:25][C:7]([C:8]([NH:10][C:11]2[CH:16]=[CH:15][C:14]([N:17]3[CH2:21][CH2:20][CH:19]([N:22]([CH3:24])[CH3:23])[CH2:18]3)=[CH:13][CH:12]=2)=[O:9])=[CH:6][CH:5]=1.[OH-].[Na+]. (3) Given the product [F:42][C:43]1[CH:44]=[C:45]([N:66]2[CH:70]([CH3:71])[CH2:69][NH:68][C:67]2=[O:81])[CH:46]=[CH:47][C:48]=1[C:49]([N:51]1[CH2:52][CH2:53][N:54]([C:57]2[C:62]([CH3:63])=[CH:61][C:60]([CH3:64])=[C:59]([CH3:65])[N:58]=2)[CH2:55][CH2:56]1)=[O:50], predict the reactants needed to synthesize it. The reactants are: BrC1C=CC(C(N2CCN(C3C(C)=CC(C)=C(C)N=3)CC2)=O)=C(F)C=1.COC1C=CC(CN2CC(C)NC2=O)=CC=1.[F:42][C:43]1[CH:44]=[C:45]([N:66]2[CH:70]([CH3:71])[CH2:69][N:68](CC3C=CC(OC)=CC=3)[C:67]2=[O:81])[CH:46]=[CH:47][C:48]=1[C:49]([N:51]1[CH2:56][CH2:55][N:54]([C:57]2[C:62]([CH3:63])=[CH:61][C:60]([CH3:64])=[C:59]([CH3:65])[N:58]=2)[CH2:53][CH2:52]1)=[O:50]. (4) Given the product [C:1]([O:5][C:6]([N:8]1[CH2:9][CH:10]([NH:12][C:13]([C:15]2[CH:16]=[C:17]([CH:21]3[C:30]([CH3:32])([CH3:31])[CH2:29][C:28]4[C:23](=[CH:24][CH:25]=[C:26]([C:33]([OH:35])=[O:34])[CH:27]=4)[NH:22]3)[CH:18]=[CH:19][CH:20]=2)=[O:14])[CH2:11]1)=[O:7])([CH3:4])([CH3:2])[CH3:3], predict the reactants needed to synthesize it. The reactants are: [C:1]([O:5][C:6]([N:8]1[CH2:11][CH:10]([NH:12][C:13]([C:15]2[CH:16]=[C:17]([CH:21]3[C:30]([CH3:32])([CH3:31])[CH2:29][C:28]4[C:23](=[CH:24][CH:25]=[C:26]([C:33]([O:35]C)=[O:34])[CH:27]=4)[NH:22]3)[CH:18]=[CH:19][CH:20]=2)=[O:14])[CH2:9]1)=[O:7])([CH3:4])([CH3:3])[CH3:2].[OH-].[Na+]. (5) Given the product [NH2:24][C:21]([CH3:23])([CH3:22])[CH2:20][NH:19][C:12](=[O:14])[C:11]1[CH:10]=[CH:9][C:8]([O:7][C:6]2[CH:5]=[CH:4][C:3]([C:1]#[N:2])=[CH:18][CH:17]=2)=[CH:16][CH:15]=1, predict the reactants needed to synthesize it. The reactants are: [C:1]([C:3]1[CH:18]=[CH:17][C:6]([O:7][C:8]2[CH:16]=[CH:15][C:11]([C:12]([OH:14])=O)=[CH:10][CH:9]=2)=[CH:5][CH:4]=1)#[N:2].[NH2:19][CH2:20][C:21]([NH2:24])([CH3:23])[CH3:22].